From a dataset of Full USPTO retrosynthesis dataset with 1.9M reactions from patents (1976-2016). Predict the reactants needed to synthesize the given product. (1) Given the product [N+:1]([C:4]1[CH:12]=[CH:11][CH:10]=[C:9]2[C:5]=1[CH:6]=[CH:7][N:8]2[CH2:13][C:14]1[C:22]2[C:17](=[N:18][CH:19]=[CH:20][CH:21]=2)[N:16]([C:28]([O:27][C:24]([CH3:26])([CH3:25])[CH3:23])=[O:29])[CH:15]=1)([O-:3])=[O:2], predict the reactants needed to synthesize it. The reactants are: [N+:1]([C:4]1[CH:12]=[CH:11][CH:10]=[C:9]2[C:5]=1[CH:6]=[CH:7][N:8]2[CH2:13][C:14]1[C:22]2[C:17](=[N:18][CH:19]=[CH:20][CH:21]=2)[NH:16][CH:15]=1)([O-:3])=[O:2].[CH3:23][C:24]([O:27][C:28](O[C:28]([O:27][C:24]([CH3:26])([CH3:25])[CH3:23])=[O:29])=[O:29])([CH3:26])[CH3:25].C(N(CC)CC)C. (2) Given the product [F:1][C:2]1[C:7]([F:8])=[CH:6][CH:5]=[CH:4][C:3]=1[C:9]1[N:17]=[C:12]2[CH:13]=[N:14][N:15]([CH2:19][C:20]3[O:24][N:23]=[C:22]([C:25]4[CH:26]=[CH:27][C:28]([O:31][CH2:32][CH2:33][N:34]5[CH2:38][CH2:37][CH2:36][CH2:35]5)=[CH:29][CH:30]=4)[CH:21]=3)[CH:16]=[C:11]2[N:10]=1, predict the reactants needed to synthesize it. The reactants are: [F:1][C:2]1[C:7]([F:8])=[CH:6][CH:5]=[CH:4][C:3]=1[C:9]1[N:17]=[C:12]2[CH:13]=[N:14][NH:15][CH:16]=[C:11]2[N:10]=1.Cl[CH2:19][C:20]1[O:24][N:23]=[C:22]([C:25]2[CH:30]=[CH:29][C:28]([O:31][CH2:32][CH2:33][N:34]3[CH2:38][CH2:37][CH2:36][CH2:35]3)=[CH:27][CH:26]=2)[CH:21]=1. (3) Given the product [Cl:16][C:12]1[CH:11]=[CH:10][C:9]([NH:8][C:2]2[CH:7]=[CH:6][CH:5]=[CH:4][N:3]=2)=[CH:14][C:13]=1[OH:15], predict the reactants needed to synthesize it. The reactants are: Br[C:2]1[CH:7]=[CH:6][CH:5]=[CH:4][N:3]=1.[NH2:8][C:9]1[CH:10]=[CH:11][C:12]([Cl:16])=[C:13]([OH:15])[CH:14]=1. (4) Given the product [ClH:28].[CH3:1][NH:2][CH2:10][CH2:11][C:12]([CH3:27])([S:14]([C:17]1[CH:22]=[CH:21][CH:20]=[C:19]([C:23]([F:25])([F:26])[F:24])[CH:18]=1)(=[O:16])=[O:15])[CH3:13], predict the reactants needed to synthesize it. The reactants are: [CH3:1][N:2]([CH2:10][CH2:11][C:12]([CH3:27])([S:14]([C:17]1[CH:22]=[CH:21][CH:20]=[C:19]([C:23]([F:26])([F:25])[F:24])[CH:18]=1)(=[O:16])=[O:15])[CH3:13])C(=O)OC(C)(C)C.[ClH:28].